Dataset: Full USPTO retrosynthesis dataset with 1.9M reactions from patents (1976-2016). Task: Predict the reactants needed to synthesize the given product. Given the product [ClH:36].[C:1]([C:5]1[O:9][N:8]=[C:7]([NH:10][C:11]([NH:13][C:14]2[CH:19]=[CH:18][CH:17]=[C:16]([O:20][C:21]3[C:30]4[C:25](=[CH:26][C:27]([O:33][CH2:34][CH3:35])=[C:28]([O:31][CH3:32])[CH:29]=4)[N:24]=[CH:23][N:22]=3)[CH:15]=2)=[O:12])[CH:6]=1)([CH3:4])([CH3:2])[CH3:3], predict the reactants needed to synthesize it. The reactants are: [C:1]([C:5]1[O:9][N:8]=[C:7]([NH:10][C:11]([NH:13][C:14]2[CH:19]=[CH:18][CH:17]=[C:16]([O:20][C:21]3[C:30]4[C:25](=[CH:26][C:27]([O:33][CH2:34][CH3:35])=[C:28]([O:31][CH3:32])[CH:29]=4)[N:24]=[CH:23][N:22]=3)[CH:15]=2)=[O:12])[CH:6]=1)([CH3:4])([CH3:3])[CH3:2].[ClH:36].C(OCC)C.